This data is from Peptide-MHC class I binding affinity with 185,985 pairs from IEDB/IMGT. The task is: Regression. Given a peptide amino acid sequence and an MHC pseudo amino acid sequence, predict their binding affinity value. This is MHC class I binding data. The peptide sequence is EPADHLAIM. The MHC is HLA-A11:01 with pseudo-sequence HLA-A11:01. The binding affinity (normalized) is 0.0847.